This data is from Forward reaction prediction with 1.9M reactions from USPTO patents (1976-2016). The task is: Predict the product of the given reaction. Given the reactants [CH3:1][C:2]1([CH3:41])[CH2:6][CH2:5][CH2:4][N:3]1[CH2:7][CH2:8][NH:9][C:10]([C:12]1[CH:13]=[CH:14][C:15]([F:40])=[C:16]([NH:18][C:19]([C:21]2[N:25]3[CH:26]=[CH:27][C:28]([C:30]4[CH:38]=[CH:37][C:33]([C:34]([OH:36])=O)=[C:32]([F:39])[CH:31]=4)=[CH:29][C:24]3=[N:23][CH:22]=2)=[O:20])[CH:17]=1)=[O:11].[NH2:42][C:43]([CH3:47])([CH3:46])[CH2:44][OH:45], predict the reaction product. The product is: [CH3:1][C:2]1([CH3:41])[CH2:6][CH2:5][CH2:4][N:3]1[CH2:7][CH2:8][NH:9][C:10]([C:12]1[CH:13]=[CH:14][C:15]([F:40])=[C:16]([NH:18][C:19]([C:21]2[N:25]3[CH:26]=[CH:27][C:28]([C:30]4[CH:38]=[CH:37][C:33]([C:34](=[O:36])[NH:42][C:43]([CH3:47])([CH3:46])[CH2:44][OH:45])=[C:32]([F:39])[CH:31]=4)=[CH:29][C:24]3=[N:23][CH:22]=2)=[O:20])[CH:17]=1)=[O:11].